Dataset: CYP1A2 inhibition data for predicting drug metabolism from PubChem BioAssay. Task: Regression/Classification. Given a drug SMILES string, predict its absorption, distribution, metabolism, or excretion properties. Task type varies by dataset: regression for continuous measurements (e.g., permeability, clearance, half-life) or binary classification for categorical outcomes (e.g., BBB penetration, CYP inhibition). Dataset: cyp1a2_veith. (1) The drug is CCCC/C=C/C(NC(=O)c1cccs1)c1ccccc1. The result is 1 (inhibitor). (2) The drug is CC(=O)N1CCN(c2nc(C)nc3sc4c(c23)CCC(C)C4)CC1. The result is 1 (inhibitor). (3) The compound is CO[C@H]1C[C@@H]2C[C@H](O)C[C@@H](CC(=O)O[C@@H](/C=C\CC(C)C)C[C@@H]3CC[C@H](C)[C@@H](C1)O3)O2. The result is 0 (non-inhibitor). (4) The drug is C[C@@H]1O[C@H](O[C@@H]2C=C3CC[C@H]4[C@@H](CC[C@]5(C)[C@@H](c6ccc(=O)oc6)CC[C@]45O)[C@@]3(C)CC2)[C@@H](O)[C@H](O)[C@@H]1O. The result is 0 (non-inhibitor). (5) The compound is COC(=O)C1=C(C)C(c2ccc(OC)cc2)NC(=S)N1. The result is 0 (non-inhibitor).